This data is from Experimental lipophilicity measurements (octanol/water distribution) for 4,200 compounds from AstraZeneca. The task is: Regression/Classification. Given a drug SMILES string, predict its absorption, distribution, metabolism, or excretion properties. Task type varies by dataset: regression for continuous measurements (e.g., permeability, clearance, half-life) or binary classification for categorical outcomes (e.g., BBB penetration, CYP inhibition). For this dataset (lipophilicity_astrazeneca), we predict Y. The drug is COC[C@@H](c1ccc(C(F)(F)F)cc1)N1CCN(C2(C)CCN(C(=O)c3c(C)ncnc3C)CC2)C[C@@H]1C. The Y is 2.70 logD.